From a dataset of NCI-60 drug combinations with 297,098 pairs across 59 cell lines. Regression. Given two drug SMILES strings and cell line genomic features, predict the synergy score measuring deviation from expected non-interaction effect. (1) Drug 1: C1CC(=O)NC(=O)C1N2C(=O)C3=CC=CC=C3C2=O. Drug 2: C1C(C(OC1N2C=NC3=C2NC=NCC3O)CO)O. Cell line: MCF7. Synergy scores: CSS=-0.126, Synergy_ZIP=2.43, Synergy_Bliss=4.43, Synergy_Loewe=-0.814, Synergy_HSA=0.0256. (2) Drug 1: CC(C1=C(C=CC(=C1Cl)F)Cl)OC2=C(N=CC(=C2)C3=CN(N=C3)C4CCNCC4)N. Drug 2: CC1=C2C(C(=O)C3(C(CC4C(C3C(C(C2(C)C)(CC1OC(=O)C(C(C5=CC=CC=C5)NC(=O)OC(C)(C)C)O)O)OC(=O)C6=CC=CC=C6)(CO4)OC(=O)C)OC)C)OC. Cell line: HT29. Synergy scores: CSS=63.1, Synergy_ZIP=4.15, Synergy_Bliss=4.46, Synergy_Loewe=-3.13, Synergy_HSA=4.44.